This data is from Reaction yield outcomes from USPTO patents with 853,638 reactions. The task is: Predict the reaction yield, written as a fraction of the theoretical maximum amount of product (1.0 means a 100% yield; for example, 0.34 means a 34% yield). (1) The reactants are [OH:1][C:2]1[CH:3]=[C:4]([N+:12]([O-:14])=[O:13])[C:5]([CH3:11])=[C:6]([CH:10]=1)[C:7]([OH:9])=[O:8].S(Cl)(Cl)=O.[CH3:19]O. No catalyst specified. The product is [OH:1][C:2]1[CH:3]=[C:4]([N+:12]([O-:14])=[O:13])[C:5]([CH3:11])=[C:6]([CH:10]=1)[C:7]([O:9][CH3:19])=[O:8]. The yield is 0.800. (2) The catalyst is O1CCOCC1.O.[Pd].C1(P(C2C=CC=CC=2)C2C=CC=CC=2)C=CC=CC=1.C1(P(C2C=CC=CC=2)C2C=CC=CC=2)C=CC=CC=1.C1(P(C2C=CC=CC=2)C2C=CC=CC=2)C=CC=CC=1.C1(P(C2C=CC=CC=2)C2C=CC=CC=2)C=CC=CC=1. The product is [F:25][C:26]1[CH:31]=[CH:30][C:29]([C:2]2[N:7]=[C:6]([O:8][CH3:9])[N:5]=[C:4]([NH:10][C:11]3[CH:16]=[CH:15][C:14]([N:17]4[CH:21]=[C:20]([CH3:22])[N:19]=[CH:18]4)=[C:13]([O:23][CH3:24])[CH:12]=3)[N:3]=2)=[CH:28][CH:27]=1. The yield is 0.470. The reactants are Cl[C:2]1[N:7]=[C:6]([O:8][CH3:9])[N:5]=[C:4]([NH:10][C:11]2[CH:16]=[CH:15][C:14]([N:17]3[CH:21]=[C:20]([CH3:22])[N:19]=[CH:18]3)=[C:13]([O:23][CH3:24])[CH:12]=2)[N:3]=1.[F:25][C:26]1[CH:31]=[CH:30][C:29](B(O)O)=[CH:28][CH:27]=1.C(=O)([O-])[O-].[Na+].[Na+]. (3) The reactants are [CH3:1][C:2]1([CH3:18])[O:6][C@@H:5]([C@H:7]2[O:11][C@@H:10]3[O:12][C:13]([CH3:16])([CH3:15])[O:14][C@@H:9]3[C@@H:8]2[OH:17])[CH2:4][O:3]1.[H-].[Na+].[CH2:21](Br)[C:22]1[CH:27]=[CH:26][CH:25]=[CH:24][CH:23]=1.CO. The catalyst is CN(C)C=O. The product is [CH3:1][C:2]1([CH3:18])[O:6][CH:5]([CH:7]2[O:11][CH:10]3[O:12][C:13]([CH3:16])([CH3:15])[O:14][CH:9]3[CH:8]2[O:17][CH2:21][C:22]2[CH:27]=[CH:26][CH:25]=[CH:24][CH:23]=2)[CH2:4][O:3]1. The yield is 0.930. (4) The reactants are [Cl:1][C:2]1[CH:11]=[C:6]([C:7]([NH:9][NH2:10])=[O:8])[C:5]([OH:12])=[CH:4][CH:3]=1.[F:13][C:14]([F:28])([F:27])[C:15]1[CH:16]=[C:17]([CH:20]=[C:21]([C:23]([F:26])([F:25])[F:24])[CH:22]=1)[CH:18]=O. The catalyst is O. The product is [F:13][C:14]([F:27])([F:28])[C:15]1[CH:16]=[C:17]([CH:20]=[C:21]([C:23]([F:26])([F:24])[F:25])[CH:22]=1)[CH:18]=[N:10][NH:9][C:7](=[O:8])[C:6]1[C:5](=[CH:4][CH:3]=[C:2]([Cl:1])[CH:11]=1)[OH:12]. The yield is 0.768.